Task: Predict the product of the given reaction.. Dataset: Forward reaction prediction with 1.9M reactions from USPTO patents (1976-2016) (1) Given the reactants CCN(C(C)C)C(C)C.C1C=CC2N(O)N=NC=2C=1.CCN=C=NCCCN(C)C.[OH:31][C:32]1[CH:33]=[C:34]([C:38]2[O:42][N:41]=[C:40]([C:43]([OH:45])=O)[CH:39]=2)[CH:35]=[CH:36][CH:37]=1.OC1C=C(C(=O)C)C=CC=1.Cl.[NH2:57][CH2:58][C:59]([N:61]1[CH2:66][CH2:65][N:64]([C:67](=[O:79])[C:68]2[CH:73]=[C:72]([F:74])[CH:71]=[CH:70][C:69]=2[C:75]([F:78])([F:77])[F:76])[CH2:63][CH2:62]1)=[O:60].FC1C=CC(C(F)(F)F)=C(C=1)C(O)=O, predict the reaction product. The product is: [F:74][C:72]1[CH:71]=[CH:70][C:69]([C:75]([F:77])([F:76])[F:78])=[C:68]([CH:73]=1)[C:67]([N:64]1[CH2:65][CH2:66][N:61]([C:59](=[O:60])[CH2:58][NH:57][C:43]([C:40]2[CH:39]=[C:38]([C:34]3[CH:35]=[CH:36][CH:37]=[C:32]([OH:31])[CH:33]=3)[O:42][N:41]=2)=[O:45])[CH2:62][CH2:63]1)=[O:79]. (2) Given the reactants [C:1]([O:5][C:6]([NH:8][C@@H:9]([CH2:22][C:23]([O:25]CC=C)=[O:24])[C:10]([O:12][C:13]([C:16]1[CH:21]=[CH:20][CH:19]=[CH:18][CH:17]=1)([CH3:15])[CH3:14])=[O:11])=[O:7])([CH3:4])([CH3:3])[CH3:2].C(O)(=O)C.CN1CCOCC1, predict the reaction product. The product is: [C:1]([O:5][C:6]([NH:8][C@H:9]([C:10](=[O:11])[O:12][C:13]([C:16]1[CH:21]=[CH:20][CH:19]=[CH:18][CH:17]=1)([CH3:15])[CH3:14])[CH2:22][C:23]([OH:25])=[O:24])=[O:7])([CH3:2])([CH3:3])[CH3:4]. (3) Given the reactants [C@H:1]12[CH2:7][C@H:4]([NH:5][CH2:6]1)[CH2:3][N:2]2[CH2:8][C:9]1[CH:18]=[CH:17][C:12]([C:13]([O:15][CH3:16])=[O:14])=[CH:11][CH:10]=1.Br[CH:20]([CH3:37])[C:21]([NH:23][C:24]1[CH:29]=[CH:28][C:27]([O:30][C:31]2[CH:36]=[CH:35][CH:34]=[CH:33][CH:32]=2)=[CH:26][CH:25]=1)=[O:22].C(N(CC)CC)C.C(=O)(O)[O-].[Na+], predict the reaction product. The product is: [CH3:37][CH:20]([N:5]1[CH2:6][C@@H:1]2[CH2:7][C@H:4]1[CH2:3][N:2]2[CH2:8][C:9]1[CH:18]=[CH:17][C:12]([C:13]([O:15][CH3:16])=[O:14])=[CH:11][CH:10]=1)[C:21](=[O:22])[NH:23][C:24]1[CH:29]=[CH:28][C:27]([O:30][C:31]2[CH:36]=[CH:35][CH:34]=[CH:33][CH:32]=2)=[CH:26][CH:25]=1. (4) Given the reactants Br[CH2:2][C:3]1[CH:8]=[CH:7][CH:6]=[C:5]([CH2:9][O:10][C:11]([C:24]2[CH:29]=[CH:28][CH:27]=[CH:26][CH:25]=2)([C:18]2[CH:23]=[CH:22][CH:21]=[CH:20][CH:19]=2)[C:12]2[CH:17]=[CH:16][CH:15]=[CH:14][CH:13]=2)[N:4]=1.[N-:30]=[N+:31]=[N-:32].[Na+].O, predict the reaction product. The product is: [N:30]([CH2:2][C:3]1[CH:8]=[CH:7][CH:6]=[C:5]([CH2:9][O:10][C:11]([C:24]2[CH:29]=[CH:28][CH:27]=[CH:26][CH:25]=2)([C:18]2[CH:23]=[CH:22][CH:21]=[CH:20][CH:19]=2)[C:12]2[CH:17]=[CH:16][CH:15]=[CH:14][CH:13]=2)[N:4]=1)=[N+:31]=[N-:32].